This data is from Forward reaction prediction with 1.9M reactions from USPTO patents (1976-2016). The task is: Predict the product of the given reaction. (1) Given the reactants CCN(C(C)C)C(C)C.Cl.Cl.Cl.[N:13]1([CH2:19][CH2:20][O:21][C:22]2[CH:27]=[CH:26][C:25]([CH:28]3[CH2:33][CH2:32][N:31]([C:34]4[CH:35]=[CH:36][C:37]5[N:38]([C:40]([C:43]([F:46])([F:45])[F:44])=[N:41][N:42]=5)[N:39]=4)[CH2:30][CH2:29]3)=[CH:24][CH:23]=2)[CH2:18][CH2:17][NH:16][CH2:15][CH2:14]1.[OH:47][CH2:48][C:49](O)=[O:50].CN(C(ON1N=NC2C=CC=NC1=2)=[N+](C)C)C.F[P-](F)(F)(F)(F)F, predict the reaction product. The product is: [O:47]=[C:48]([N:16]1[CH2:15][CH2:14][N:13]([CH2:19][CH2:20][O:21][C:22]2[CH:23]=[CH:24][C:25]([CH:28]3[CH2:33][CH2:32][N:31]([C:34]4[CH:35]=[CH:36][C:37]5[N:38]([C:40]([C:43]([F:45])([F:46])[F:44])=[N:41][N:42]=5)[N:39]=4)[CH2:30][CH2:29]3)=[CH:26][CH:27]=2)[CH2:18][CH2:17]1)[CH2:49][OH:50]. (2) Given the reactants N[C:2]1[CH:7]=[C:6]([C:8]([F:11])([F:10])[F:9])[CH:5]=[CH:4][C:3]=1[S:12]([NH:15][C:16]1[CH:17]=[CH:18][C:19]([Cl:26])=[C:20]2[C:25]=1[N:24]=[CH:23][CH:22]=[CH:21]2)(=[O:14])=[O:13].N(OC(C)(C)C)=O, predict the reaction product. The product is: [Cl:26][C:19]1[CH:18]=[C:17]2[C:16](=[C:25]3[C:20]=1[CH:21]=[CH:22][CH:23]=[N:24]3)[NH:15][S:12](=[O:13])(=[O:14])[C:3]1[C:2]2=[CH:7][C:6]([C:8]([F:11])([F:9])[F:10])=[CH:5][CH:4]=1. (3) Given the reactants Cl[C:2]1[N:10]=[C:9]([Cl:11])[CH:8]=[CH:7][C:3]=1[C:4]([OH:6])=[O:5].[CH2:12]([NH2:14])[CH3:13], predict the reaction product. The product is: [CH2:12]([NH:14][C:2]1[N:10]=[C:9]([Cl:11])[CH:8]=[CH:7][C:3]=1[C:4]([OH:6])=[O:5])[CH3:13]. (4) Given the reactants [Cl:1][C:2]1[CH:3]=[C:4]([O:23]CC=C)[C:5]([NH:8][S:9]([CH2:12][C:13]2[CH:18]=[C:17]([O:19][CH3:20])[CH:16]=[C:15]([O:21][CH3:22])[CH:14]=2)(=[O:11])=[O:10])=[N:6][CH:7]=1.ClCCl.C([O-])([O-])=O.[K+].[K+], predict the reaction product. The product is: [Cl:1][C:2]1[CH:3]=[C:4]([OH:23])[C:5]([NH:8][S:9]([CH2:12][C:13]2[CH:14]=[C:15]([O:21][CH3:22])[CH:16]=[C:17]([O:19][CH3:20])[CH:18]=2)(=[O:10])=[O:11])=[N:6][CH:7]=1. (5) Given the reactants [NH:1]1[C:5]2[CH:6]=[CH:7][CH:8]=[CH:9][C:4]=2[N:3]=[C:2]1[C:10]1[CH:11]=[C:12]([NH:17][C:18]([C:20]2[CH:25]=[CH:24][C:23]([C:26]3[CH:31]=[CH:30][C:29]([C:32]([F:35])([F:34])[F:33])=[CH:28][CH:27]=3)=[CH:22][C:21]=2[OH:36])=[O:19])[CH:13]=[CH:14][C:15]=1[Cl:16].[CH2:37]=O, predict the reaction product. The product is: [NH:1]1[C:5]2[CH:6]=[CH:7][CH:8]=[CH:9][C:4]=2[N:3]=[C:2]1[C:10]1[CH:11]=[C:12]([N:17]2[C:18](=[O:19])[C:20]3[CH:25]=[CH:24][C:23]([C:26]4[CH:31]=[CH:30][C:29]([C:32]([F:35])([F:33])[F:34])=[CH:28][CH:27]=4)=[CH:22][C:21]=3[O:36][CH2:37]2)[CH:13]=[CH:14][C:15]=1[Cl:16].